From a dataset of Full USPTO retrosynthesis dataset with 1.9M reactions from patents (1976-2016). Predict the reactants needed to synthesize the given product. (1) Given the product [CH2:34]([O:36][C:37](=[O:54])[CH2:38][C:39]1[CH:40]=[C:41]([C:13]2[CH:14]=[CH:15][C:16]([C:18]([F:20])([F:19])[F:21])=[CH:17][C:12]=2[CH2:11][N:10]([C:9]([O:8][CH2:1][C:2]2[CH:7]=[CH:6][CH:5]=[CH:4][CH:3]=2)=[O:33])[CH2:31][CH3:32])[C:42]([Cl:45])=[CH:43][CH:44]=1)[CH3:35], predict the reactants needed to synthesize it. The reactants are: [CH2:1]([O:8][C:9](=[O:33])[N:10]([CH2:31][CH3:32])[CH2:11][C:12]1[CH:17]=[C:16]([C:18]([F:21])([F:20])[F:19])[CH:15]=[CH:14][C:13]=1B1OC(C)(C)C(C)(C)O1)[C:2]1[CH:7]=[CH:6][CH:5]=[CH:4][CH:3]=1.[CH2:34]([O:36][C:37](=[O:54])[CH2:38][C:39]1[CH:44]=[CH:43][C:42]([Cl:45])=[C:41](OS(C(F)(F)F)(=O)=O)[CH:40]=1)[CH3:35]. (2) Given the product [CH2:1]([N:5]1[C:13]2[C:12](=[O:14])[N:11]([CH2:15][C:16]3[CH:21]=[CH:20][CH:19]=[CH:18][C:17]=3[C:22]#[N:23])[C:10]([N:39]([CH3:40])[CH3:38])=[N:9][C:8]=2[N:7]=[C:6]1[N:25]1[CH2:30][CH2:29][N:28]([C:31]([O:33][C:34]([CH3:37])([CH3:36])[CH3:35])=[O:32])[CH2:27][CH2:26]1)[C:2]#[C:3][CH3:4], predict the reactants needed to synthesize it. The reactants are: [CH2:1]([N:5]1[C:13]2[C:12](=[O:14])[N:11]([CH2:15][C:16]3[CH:21]=[CH:20][CH:19]=[CH:18][C:17]=3[C:22]#[N:23])[C:10](Cl)=[N:9][C:8]=2[N:7]=[C:6]1[N:25]1[CH2:30][CH2:29][N:28]([C:31]([O:33][C:34]([CH3:37])([CH3:36])[CH3:35])=[O:32])[CH2:27][CH2:26]1)[C:2]#[C:3][CH3:4].[CH3:38][NH:39][CH3:40]. (3) Given the product [Br:1][C:2]1[C:6]([C:7]2[NH:8][CH:11]=[N:12][N:13]=2)=[C:5]([NH2:10])[S:4][CH:3]=1, predict the reactants needed to synthesize it. The reactants are: [Br:1][C:2]1[C:6]2[C:7]3[N:8]([CH:11]=[N:12][N:13]=3)C=[N:10][C:5]=2[S:4][CH:3]=1.CNCCN. (4) Given the product [CH3:1][O:2][C:3](=[O:46])[NH:4][CH:5]([C:12]([N:14]1[CH2:18][CH2:17][CH2:16][CH:15]1[C:19]1[NH:20][C:21]([C:24]2[CH:25]=[CH:26][C:27]([C:30]3[CH:35]=[CH:34][C:33]([C:36]4[NH:37][C:38]([CH:41]5[CH2:45][CH2:44][CH2:43][N:42]5[C:53](=[O:54])[CH:52]([NH:51][C:49]([O:48][CH3:47])=[O:50])[CH:56]([CH3:58])[CH3:57])=[N:39][CH:40]=4)=[CH:32][CH:31]=3)=[CH:28][CH:29]=2)=[CH:22][N:23]=1)=[O:13])[CH2:6][CH2:7][C:8]([F:9])([F:11])[F:10], predict the reactants needed to synthesize it. The reactants are: [CH3:1][O:2][C:3](=[O:46])[NH:4][CH:5]([C:12]([N:14]1[CH2:18][CH2:17][CH2:16][CH:15]1[C:19]1[NH:20][C:21]([C:24]2[CH:29]=[CH:28][C:27]([C:30]3[CH:35]=[CH:34][C:33]([C:36]4[NH:37][C:38]([CH:41]5[CH2:45][CH2:44][CH2:43][NH:42]5)=[N:39][CH:40]=4)=[CH:32][CH:31]=3)=[CH:26][CH:25]=2)=[CH:22][N:23]=1)=[O:13])[CH2:6][CH2:7][C:8]([F:11])([F:10])[F:9].[CH3:47][O:48][C:49]([NH:51][CH:52]([CH:56]([CH3:58])[CH3:57])[C:53](O)=[O:54])=[O:50].CN(C(ON1N=NC2C=CC=NC1=2)=[N+](C)C)C.F[P-](F)(F)(F)(F)F.C(N(C(C)C)CC)(C)C.